Task: Predict the reactants needed to synthesize the given product.. Dataset: Full USPTO retrosynthesis dataset with 1.9M reactions from patents (1976-2016) (1) The reactants are: [CH3:1][C:2]1[CH:7]=[C:6]([O:8][CH:9]2[CH2:13][CH2:12][O:11][CH2:10]2)[CH:5]=[CH:4][C:3]=1[C:14]1[C:15]2[CH:22]=[C:21]([CH2:23][O:24][C:25]3[CH:30]=[CH:29][C:28]([C@@H:31]([C:38]#[C:39][CH3:40])[CH2:32][C:33]([O:35]CC)=[O:34])=[CH:27][CH:26]=3)[CH:20]=[CH:19][C:16]=2[S:17][CH:18]=1.[Li+].[OH-].Cl. Given the product [CH3:1][C:2]1[CH:7]=[C:6]([O:8][CH:9]2[CH2:13][CH2:12][O:11][CH2:10]2)[CH:5]=[CH:4][C:3]=1[C:14]1[C:15]2[CH:22]=[C:21]([CH2:23][O:24][C:25]3[CH:26]=[CH:27][C:28]([C@@H:31]([C:38]#[C:39][CH3:40])[CH2:32][C:33]([OH:35])=[O:34])=[CH:29][CH:30]=3)[CH:20]=[CH:19][C:16]=2[S:17][CH:18]=1, predict the reactants needed to synthesize it. (2) Given the product [C:22]([C:24]1([C:27]([NH:19][C:18]2[CH:20]=[CH:21][C:15]([CH2:14][CH2:13][CH2:12][CH2:11][CH2:10][CH2:9][O:8][CH2:7][CH:1]3[CH2:6][CH2:5][CH2:4][CH2:3][CH2:2]3)=[CH:16][CH:17]=2)=[O:28])[CH2:26][CH2:25]1)#[N:23], predict the reactants needed to synthesize it. The reactants are: [CH:1]1([CH2:7][O:8][CH2:9][CH2:10][CH2:11][CH2:12][CH2:13][CH2:14][C:15]2[CH:21]=[CH:20][C:18]([NH2:19])=[CH:17][CH:16]=2)[CH2:6][CH2:5][CH2:4][CH2:3][CH2:2]1.[C:22]([C:24]1([C:27](O)=[O:28])[CH2:26][CH2:25]1)#[N:23].